Dataset: Reaction yield outcomes from USPTO patents with 853,638 reactions. Task: Predict the reaction yield, written as a fraction of the theoretical maximum amount of product (1.0 means a 100% yield; for example, 0.34 means a 34% yield). (1) The reactants are [Cl:1][C:2]1[CH:17]=[CH:16][C:5]([O:6][C:7]2[CH:15]=[CH:14][C:10]([C:11](O)=[O:12])=[CH:9][CH:8]=2)=[C:4]([N+:18]([O-:20])=[O:19])[CH:3]=1.C(Cl)(=O)C([Cl:24])=O.CN(C=O)C. The catalyst is C(Cl)Cl. The product is [Cl:1][C:2]1[CH:17]=[CH:16][C:5]([O:6][C:7]2[CH:15]=[CH:14][C:10]([C:11]([Cl:24])=[O:12])=[CH:9][CH:8]=2)=[C:4]([N+:18]([O-:20])=[O:19])[CH:3]=1. The yield is 1.00. (2) The reactants are [I:1][C:2]1[CH:7]=[CH:6][N:5]=[C:4]([O:8][CH3:9])[C:3]=1[CH:10]=[N:11][C:12]1[C:13]([NH2:25])=[N:14][C:15]([N:19]2[CH2:24][CH2:23][O:22][CH2:21][CH2:20]2)=[N:16][C:17]=1[CH3:18].C1COCC1.C(O)(=O)C.C(O)(=O)C.IC1C=CC=CC=1. The catalyst is CO. The product is [I:1][C:2]1[CH:7]=[CH:6][N:5]=[C:4]([O:8][CH3:9])[C:3]=1[C:10]1[NH:25][C:13]2[C:12]([N:11]=1)=[C:17]([CH3:18])[N:16]=[C:15]([N:19]1[CH2:20][CH2:21][O:22][CH2:23][CH2:24]1)[N:14]=2. The yield is 0.360. (3) The reactants are [CH:1]1([C:6]2[N:7]=[C:8]([OH:16])[C:9]3[S:15][CH2:14][CH2:13][CH2:12][C:10]=3[N:11]=2)[CH2:5][CH2:4][CH2:3][CH2:2]1.C(N(CC)CC)C.[F:24][C:25]([F:31])([F:30])[S:26](O)(=[O:28])=[O:27]. The catalyst is C(Cl)Cl. The product is [F:24][C:25]([F:31])([F:30])[S:26]([O:16][C:8]1[C:9]2[S:15][CH2:14][CH2:13][CH2:12][C:10]=2[N:11]=[C:6]([CH:1]2[CH2:2][CH2:3][CH2:4][CH2:5]2)[N:7]=1)(=[O:28])=[O:27]. The yield is 0.750. (4) The reactants are CS(C)=O.C(Cl)(=O)C(Cl)=O.[C:11]1([CH:17]([OH:26])[CH:18]([C:20]2[CH:25]=[CH:24][CH:23]=[CH:22][N:21]=2)[CH3:19])[CH:16]=[CH:15][CH:14]=[CH:13][CH:12]=1.C(N(CC)CC)C. The catalyst is ClCCl. The product is [C:11]1([C:17](=[O:26])[CH:18]([C:20]2[CH:25]=[CH:24][CH:23]=[CH:22][N:21]=2)[CH3:19])[CH:12]=[CH:13][CH:14]=[CH:15][CH:16]=1. The yield is 0.910.